Predict which catalyst facilitates the given reaction. From a dataset of Catalyst prediction with 721,799 reactions and 888 catalyst types from USPTO. (1) Reactant: [Br:1][C:2]1[CH:3]=[CH:4][C:5]([C:8]2[CH2:12][C@@H:11]([CH2:13]Cl)[O:10][N:9]=2)=[N:6][CH:7]=1.[CH3:15][NH:16][CH3:17]. Product: [Br:1][C:2]1[CH:3]=[CH:4][C:5]([C:8]2[CH2:12][C@@H:11]([CH2:13][N:16]([CH3:17])[CH3:15])[O:10][N:9]=2)=[N:6][CH:7]=1. The catalyst class is: 682. (2) Reactant: [CH2:1]([O:3][C:4](=[O:21])[C:5]1[CH:13]=[C:12]([C:14](=[O:20])[N:15]([CH3:19])[CH2:16][CH2:17][CH3:18])[CH:11]=[C:7]([C:8]([OH:10])=O)[CH:6]=1)[CH3:2].O[N:23]1[C:27]2C=CC=C[C:26]=2N=N1.Cl.CN(C)CCCN=C=NCC.C(N)C. Product: [CH2:1]([O:3][C:4](=[O:21])[C:5]1[CH:13]=[C:12]([C:14](=[O:20])[N:15]([CH3:19])[CH2:16][CH2:17][CH3:18])[CH:11]=[C:7]([C:8](=[O:10])[NH:23][CH2:27][CH3:26])[CH:6]=1)[CH3:2]. The catalyst class is: 174. (3) Reactant: [Mg].II.Br[C:5]1[CH:10]=[CH:9][CH:8]=[C:7]([Br:11])[CH:6]=1.[O:12]=[C:13]1[CH2:16][N:15]([C:17]([O:19][C:20]([CH3:23])([CH3:22])[CH3:21])=[O:18])[CH2:14]1. Product: [Br:11][C:7]1[CH:6]=[C:5]([C:13]2([OH:12])[CH2:14][N:15]([C:17]([O:19][C:20]([CH3:22])([CH3:21])[CH3:23])=[O:18])[CH2:16]2)[CH:10]=[CH:9][CH:8]=1. The catalyst class is: 332. (4) Reactant: Br[C:2]1[O:6][C:5]([CH3:7])=[C:4]([CH:8]=[O:9])[CH:3]=1.[Cl:10][C:11]1[CH:16]=[C:15](B(O)O)[CH:14]=[CH:13][N:12]=1.C(=O)([O-])[O-].[Na+].[Na+].COCCOC. Product: [Cl:10][C:11]1[CH:16]=[C:15]([C:2]2[O:6][C:5]([CH3:7])=[C:4]([CH:8]=[O:9])[CH:3]=2)[CH:14]=[CH:13][N:12]=1. The catalyst class is: 103. (5) Reactant: C1(C(C2C=CC=CC=2)=N/N=C(/[C:12]2[S:13][CH:14]=[CH:15][C:16]=2[NH:17][N:18]=[C:19]([C:26]2C=CC=CC=2)C2C=CC=CC=2)\C)C=CC=CC=1.Cl.C([O-])(O)=O.[Na+]. Product: [CH3:26][C:19]1[C:12]2[S:13][CH:14]=[CH:15][C:16]=2[NH:17][N:18]=1. The catalyst class is: 14. (6) Reactant: [CH:1]([NH:4]C(C)C)([CH3:3])[CH3:2].[CH3:8][C:9]1[CH:17]=[CH:16][C:12]([C:13](O)=[O:14])=[CH:11][C:10]=1[B:18]1[O:22][C:21]([CH3:24])([CH3:23])[C:20]([CH3:26])([CH3:25])[O:19]1.C(N)(C)C.CN(C(ON1N=NC2C=CC=NC1=2)=[N+](C)C)C.F[P-](F)(F)(F)(F)F. Product: [CH:1]([NH:4][C:13](=[O:14])[C:12]1[CH:16]=[CH:17][C:9]([CH3:8])=[C:10]([B:18]2[O:22][C:21]([CH3:24])([CH3:23])[C:20]([CH3:25])([CH3:26])[O:19]2)[CH:11]=1)([CH3:3])[CH3:2]. The catalyst class is: 3.